Predict the product of the given reaction. From a dataset of Forward reaction prediction with 1.9M reactions from USPTO patents (1976-2016). (1) Given the reactants [OH:1][C:2]1[CH:10]=[CH:9][C:8]2[N:7]3[CH2:11][CH2:12][CH:13]([CH2:14][C:15]([O:17][C:18]([CH3:21])([CH3:20])[CH3:19])=[O:16])[C:6]3=[CH:5][C:4]=2[CH:3]=1.Cl[CH2:23][C:24]1[CH:25]=[CH:26][C:27]([O:32][CH:33]([CH3:35])[CH3:34])=[C:28]([CH:31]=1)[C:29]#[N:30].C(=O)([O-])[O-].[Cs+].[Cs+], predict the reaction product. The product is: [C:29]([C:28]1[CH:31]=[C:24]([CH:25]=[CH:26][C:27]=1[O:32][CH:33]([CH3:35])[CH3:34])[CH2:23][O:1][C:2]1[CH:10]=[CH:9][C:8]2[N:7]3[CH2:11][CH2:12][CH:13]([CH2:14][C:15]([O:17][C:18]([CH3:21])([CH3:20])[CH3:19])=[O:16])[C:6]3=[CH:5][C:4]=2[CH:3]=1)#[N:30]. (2) Given the reactants [CH3:1][O:2][C:3]([CH:5]1[CH2:10][CH2:9][C:8]([OH:12])([CH3:11])[CH2:7][N:6]1C(OC(C)(C)C)=O)=[O:4].CO.C(N(CC)CC)C.[CH2:29]([O:36][C:37]1[CH:42]=[CH:41][C:40]([S:43](Cl)(=[O:45])=[O:44])=[CH:39][CH:38]=1)[C:30]1[CH:35]=[CH:34][CH:33]=[CH:32][CH:31]=1, predict the reaction product. The product is: [CH3:1][O:2][C:3]([CH:5]1[CH2:10][CH2:9][C:8]([OH:12])([CH3:11])[CH2:7][N:6]1[S:43]([C:40]1[CH:39]=[CH:38][C:37]([O:36][CH2:29][C:30]2[CH:31]=[CH:32][CH:33]=[CH:34][CH:35]=2)=[CH:42][CH:41]=1)(=[O:45])=[O:44])=[O:4]. (3) Given the reactants C(O[C:4](=[N:6][C:7](=O)[C:8]1[CH:13]=[CH:12][CH:11]=[C:10]([Cl:14])[CH:9]=1)[CH3:5])C.Cl.[NH:17]([C:19]1[CH:24]=[CH:23][C:22]([S:25]([NH2:28])(=[O:27])=[O:26])=[CH:21][CH:20]=1)[NH2:18].C(N(CC)CC)C.O, predict the reaction product. The product is: [Cl:14][C:10]1[CH:9]=[C:8]([C:7]2[N:17]([C:19]3[CH:20]=[CH:21][C:22]([S:25]([NH2:28])(=[O:27])=[O:26])=[CH:23][CH:24]=3)[N:18]=[C:4]([CH3:5])[N:6]=2)[CH:13]=[CH:12][CH:11]=1. (4) Given the reactants [CH3:1][N:2]1[CH:6]=[C:5]([NH:7][C:8]([O:10][CH2:11][CH2:12][S:13][C:14]2[CH:19]=[CH:18][C:17]([C:20]([F:23])([F:22])[F:21])=[CH:16][CH:15]=2)=[O:9])[N:4]=[C:3]1[C:24]([O:26]CC)=[O:25].[Li+].[OH-].Cl, predict the reaction product. The product is: [CH3:1][N:2]1[CH:6]=[C:5]([NH:7][C:8]([O:10][CH2:11][CH2:12][S:13][C:14]2[CH:15]=[CH:16][C:17]([C:20]([F:23])([F:21])[F:22])=[CH:18][CH:19]=2)=[O:9])[N:4]=[C:3]1[C:24]([OH:26])=[O:25]. (5) Given the reactants [CH:1]1([N:6]2[C:15]3[N:14]=[C:13]([NH:16][C:17]4[CH:25]=[CH:24][C:20]([C:21]([OH:23])=[O:22])=[CH:19][C:18]=4[O:26][CH3:27])[N:12]=[CH:11][C:10]=3[N:9]([CH3:28])[CH2:8][C@H:7]2[CH:29]2[CH2:31][CH2:30]2)[CH2:5][CH2:4][CH2:3][CH2:2]1.N[C@@H](C(OC)=O)CCC, predict the reaction product. The product is: [CH:1]1([N:6]2[C:15]3[N:14]=[C:13]([NH:16][C:17]4[CH:25]=[CH:24][C:20]([C:21]([OH:23])=[O:22])=[CH:19][C:18]=4[O:26][CH3:27])[N:12]=[CH:11][C:10]=3[N:9]([CH3:28])[CH2:8][C@H:7]2[CH2:29][CH2:30][CH3:31])[CH2:2][CH2:3][CH2:4][CH2:5]1. (6) Given the reactants [O:1]=[C:2]1[NH:6][C:5](=[O:7])[C:4](=[CH:8][C:9]2[CH:14]=[CH:13][C:12]([C:15]3[CH:20]=[CH:19][CH:18]=[C:17]([CH2:21][N:22]([CH3:31])[C:23](=[O:30])[C:24]4[CH:29]=[CH:28][CH:27]=[CH:26][CH:25]=4)[CH:16]=3)=[CH:11][CH:10]=2)[S:3]1.CN(C=O)C, predict the reaction product. The product is: [O:1]=[C:2]1[NH:6][C:5](=[O:7])[CH:4]([CH2:8][C:9]2[CH:10]=[CH:11][C:12]([C:15]3[CH:20]=[CH:19][CH:18]=[C:17]([CH2:21][N:22]([CH3:31])[C:23](=[O:30])[C:24]4[CH:25]=[CH:26][CH:27]=[CH:28][CH:29]=4)[CH:16]=3)=[CH:13][CH:14]=2)[S:3]1. (7) Given the reactants [CH3:1][O:2][C:3]1[CH:16]=[CH:15][CH:14]=[CH:13][C:4]=1[CH:5]=[C:6]1[C:10](=[O:11])O[C:8]([CH3:12])=[N:7]1.[CH2:17]([NH2:24])[C:18]1[CH:23]=[CH:22][CH:21]=[CH:20][CH:19]=1.C([O-])(=O)C.[Na+].C(=O)([O-])[O-].[K+].[K+], predict the reaction product. The product is: [CH2:17]([N:24]1[C:10](=[O:11])[C:6](=[CH:5][C:4]2[CH:13]=[CH:14][CH:15]=[CH:16][C:3]=2[O:2][CH3:1])[N:7]=[C:8]1[CH3:12])[C:18]1[CH:23]=[CH:22][CH:21]=[CH:20][CH:19]=1. (8) The product is: [CH2:33]([S:40][C:2]1[CH:11]=[C:10]2[C:5]([C:6]([C:12]3[CH:17]=[CH:16][C:15]([C:18]([F:21])([F:20])[F:19])=[CH:14][C:13]=3[O:22][CH3:23])=[N:7][CH:8]=[N:9]2)=[CH:4][CH:3]=1)[C:34]1[CH:39]=[CH:38][CH:37]=[CH:36][CH:35]=1. Given the reactants Br[C:2]1[CH:11]=[C:10]2[C:5]([C:6]([C:12]3[CH:17]=[CH:16][C:15]([C:18]([F:21])([F:20])[F:19])=[CH:14][C:13]=3[O:22][CH3:23])=[N:7][CH:8]=[N:9]2)=[CH:4][CH:3]=1.CCN(C(C)C)C(C)C.[CH2:33]([SH:40])[C:34]1[CH:39]=[CH:38][CH:37]=[CH:36][CH:35]=1, predict the reaction product.